This data is from Full USPTO retrosynthesis dataset with 1.9M reactions from patents (1976-2016). The task is: Predict the reactants needed to synthesize the given product. (1) Given the product [Cl:18][C:14]1[CH:13]=[C:12]2[C:17](=[CH:16][CH:15]=1)[N:9]([CH:4]([CH2:5][CH:6]([CH3:7])[CH3:8])[C:3]([OH:21])=[O:2])[C:10](=[O:20])[C:11]2=[O:19], predict the reactants needed to synthesize it. The reactants are: C[O:2][C:3](=[O:21])[CH:4]([N:9]1[C:17]2[C:12](=[CH:13][C:14]([Cl:18])=[CH:15][CH:16]=2)[C:11](=[O:19])[C:10]1=[O:20])[CH2:5][CH:6]([CH3:8])[CH3:7].O.[OH-].[Li+]. (2) Given the product [CH2:1]([O:3][C:4]1[C:5]2[C:12]([I:18])=[CH:11][NH:10][C:6]=2[N:7]=[CH:8][N:9]=1)[CH3:2], predict the reactants needed to synthesize it. The reactants are: [CH2:1]([O:3][C:4]1[C:5]2[CH:12]=[CH:11][NH:10][C:6]=2[N:7]=[CH:8][N:9]=1)[CH3:2].CN(C)C=O.[I:18]N1C(=O)CCC1=O.O. (3) Given the product [C:17]([C:8]1[CH:9]=[CH:10][C:11]2[C:16](=[CH:15][CH:14]=[CH:13][CH:12]=2)[C:7]=1[C:1]1[CH:6]=[CH:5][CH:4]=[CH:3][CH:2]=1)(=[O:20])[CH:18]=[CH2:19], predict the reactants needed to synthesize it. The reactants are: [C:1]1([C:7]2[C:16]3[C:11](=[CH:12][CH:13]=[CH:14][CH:15]=3)[CH:10]=[CH:9][CH:8]=2)[CH:6]=[CH:5][CH:4]=[CH:3][CH:2]=1.[C:17](Cl)(=[O:20])[CH:18]=[CH2:19].[Cl-].[Al+3].[Cl-].[Cl-]. (4) The reactants are: C1(P(C2C=CC=CC=2)C2C=CC=CC=2)C=CC=CC=1.Br[C:21]([Br:24])(Br)Br.[F:25][C:26]1[CH:27]=[C:28]([C:32]2[C:41]3[C:36](=[CH:37][CH:38]=[CH:39][CH:40]=3)[C:35](=[O:42])[O:34][C:33]=2CO)[CH:29]=[CH:30][CH:31]=1. Given the product [Br:24][CH2:21][C:33]1[O:34][C:35](=[O:42])[C:36]2[C:41]([C:32]=1[C:28]1[CH:29]=[CH:30][CH:31]=[C:26]([F:25])[CH:27]=1)=[CH:40][CH:39]=[CH:38][CH:37]=2, predict the reactants needed to synthesize it.